From a dataset of Catalyst prediction with 721,799 reactions and 888 catalyst types from USPTO. Predict which catalyst facilitates the given reaction. (1) Reactant: [Br:1][C:2]1[CH:7]=[CH:6][C:5]([N:8]=[C:9]=[O:10])=[CH:4][CH:3]=1.CO[CH:13](OC)[CH2:14][NH2:15]. Product: [Br:1][C:2]1[CH:7]=[CH:6][C:5]([N:8]2[CH:13]=[CH:14][NH:15][C:9]2=[O:10])=[CH:4][CH:3]=1. The catalyst class is: 20. (2) Reactant: [C:1]([N:8]1[CH2:13][CH2:12][NH:11][CH2:10][CH2:9]1)([O:3][C:4]([CH3:7])([CH3:6])[CH3:5])=[O:2].[Na+].[I-].C([O-])([O-])=O.[K+].[K+].[C:22]([C:24]1[CH:29]=[C:28]([CH2:30][CH2:31]OS(C2C=CC=CC=2)(=O)=O)[CH:27]=[CH:26][N:25]=1)#[N:23].C(C1C=C(CCCl)C=CN=1)#N. Product: [C:1]([N:8]1[CH2:9][CH2:10][N:11]([CH2:31][CH2:30][C:28]2[CH:27]=[CH:26][N:25]=[C:24]([C:22]#[N:23])[CH:29]=2)[CH2:12][CH2:13]1)([O:3][C:4]([CH3:7])([CH3:6])[CH3:5])=[O:2]. The catalyst class is: 384. (3) Reactant: C([O:3][C:4](=[O:33])[CH2:5][O:6][C:7]1[CH:12]=[CH:11][C:10]([O:13][CH2:14][C:15]2[S:19][C:18]([C:20]3[CH:25]=[CH:24][C:23]([C:26]([F:29])([F:28])[F:27])=[CH:22][CH:21]=3)=[N:17][C:16]=2[CH2:30][CH3:31])=[C:9]([CH3:32])[CH:8]=1)C.[Li+].[OH-].Cl. Product: [CH2:30]([C:16]1[N:17]=[C:18]([C:20]2[CH:21]=[CH:22][C:23]([C:26]([F:29])([F:28])[F:27])=[CH:24][CH:25]=2)[S:19][C:15]=1[CH2:14][O:13][C:10]1[CH:11]=[CH:12][C:7]([O:6][CH2:5][C:4]([OH:33])=[O:3])=[CH:8][C:9]=1[CH3:32])[CH3:31]. The catalyst class is: 1. (4) Reactant: [Cl:1][C:2]1[C:7](F)=[CH:6][N:5]=[C:4]2[N:9]([S:25]([C:28]3[CH:33]=[CH:32][C:31]([CH3:34])=[CH:30][CH:29]=3)(=[O:27])=[O:26])[C:10]([C:12]3[C:20]4[C:15](=[CH:16][C:17]([O:23][CH3:24])=[C:18]([O:21][CH3:22])[CH:19]=4)[NH:14][CH:13]=3)=[CH:11][C:3]=12.C(OC(N1C2C(=CC(OC)=C(OC)C=2)C(B(O)O)=C1)=O)(C)(C)C. Product: [Cl:1][C:2]1[CH:7]=[CH:6][N:5]=[C:4]2[N:9]([S:25]([C:28]3[CH:33]=[CH:32][C:31]([CH3:34])=[CH:30][CH:29]=3)(=[O:27])=[O:26])[C:10]([C:12]3[C:20]4[C:15](=[CH:16][C:17]([O:23][CH3:24])=[C:18]([O:21][CH3:22])[CH:19]=4)[NH:14][CH:13]=3)=[CH:11][C:3]=12. The catalyst class is: 73. (5) Reactant: [NH2:1][C:2]1[C:10]([N+:11]([O-:13])=[O:12])=[CH:9][CH:8]=[CH:7][C:3]=1[C:4](O)=[O:5].[NH3:14]. Product: [NH2:1][C:2]1[C:10]([N+:11]([O-:13])=[O:12])=[CH:9][CH:8]=[CH:7][C:3]=1[C:4]([NH2:14])=[O:5]. The catalyst class is: 1. (6) The catalyst class is: 2. Reactant: Cl.[NH2:2][C@@H:3]([CH2:33][C:34]1[CH:39]=[CH:38][CH:37]=[CH:36][N:35]=1)[C:4]([N:6]1[CH2:11][CH2:10][CH:9]([N:12]2[N:21]=[C:20]([C:22]3[CH:27]=[CH:26][C:25]([O:28][CH3:29])=[C:24]([O:30][CH3:31])[CH:23]=3)[C@@H:19]3[C@@H:14]([CH2:15][CH2:16][CH2:17][CH2:18]3)[C:13]2=[O:32])[CH2:8][CH2:7]1)=[O:5].[CH:40]1([CH2:43][O:44][C:45]2[CH:53]=[CH:52][C:48]3[O:49][CH2:50][O:51][C:47]=3[C:46]=2[C:54]2[C:55]3[NH:62][C:61]([CH3:63])=[C:60]([C:64](O)=[O:65])[C:56]=3[N:57]=[CH:58][N:59]=2)[CH2:42][CH2:41]1.CN(C(ON1N=NC2C=CC=NC1=2)=[N+](C)C)C.F[P-](F)(F)(F)(F)F.CCN(C(C)C)C(C)C.C(=O)(O)[O-].[Na+]. Product: [CH:40]1([CH2:43][O:44][C:45]2[CH:53]=[CH:52][C:48]3[O:49][CH2:50][O:51][C:47]=3[C:46]=2[C:54]2[C:55]3[NH:62][C:61]([CH3:63])=[C:60]([C:64]([NH:2][C@@H:3]([CH2:33][C:34]4[CH:39]=[CH:38][CH:37]=[CH:36][N:35]=4)[C:4]([N:6]4[CH2:7][CH2:8][CH:9]([N:12]5[N:21]=[C:20]([C:22]6[CH:27]=[CH:26][C:25]([O:28][CH3:29])=[C:24]([O:30][CH3:31])[CH:23]=6)[C@@H:19]6[C@@H:14]([CH2:15][CH2:16][CH2:17][CH2:18]6)[C:13]5=[O:32])[CH2:10][CH2:11]4)=[O:5])=[O:65])[C:56]=3[N:57]=[CH:58][N:59]=2)[CH2:41][CH2:42]1. (7) Reactant: ClC1C=C(C2C=C3C(=O)NCC(CNC(NCC4N5C=C(C6C=CC=C(Cl)C=6)C=C5C(=O)NC4)=O)N3C=2)C=CC=1.Cl.[NH2:42][CH2:43][CH2:44][C@@H:45]1[N:50]2[C:51]([C:65]3[CH:70]=[CH:69][CH:68]=[C:67]([CH3:71])[CH:66]=3)=[C:52]([C:54]3[CH:59]=[CH:58][CH:57]=[C:56]([O:60][C:61]([F:64])([F:63])[F:62])[CH:55]=3)[CH:53]=[C:49]2[C:48](=[O:72])[NH:47][CH2:46]1.[C:73]([N:77]=[C:78]=[O:79])([CH3:76])([CH3:75])[CH3:74].CCN(C(C)C)C(C)C.C([O-])(O)=O.[Na+]. Product: [C:73]([NH:77][C:78]([NH:42][CH2:43][CH2:44][C@@H:45]1[N:50]2[C:51]([C:65]3[CH:70]=[CH:69][CH:68]=[C:67]([CH3:71])[CH:66]=3)=[C:52]([C:54]3[CH:59]=[CH:58][CH:57]=[C:56]([O:60][C:61]([F:64])([F:62])[F:63])[CH:55]=3)[CH:53]=[C:49]2[C:48](=[O:72])[NH:47][CH2:46]1)=[O:79])([CH3:76])([CH3:75])[CH3:74]. The catalyst class is: 124. (8) Reactant: [C:1]([CH2:3][C:4]1[CH:9]=[CH:8][N:7]=[C:6]([C:10]2[CH:24]=[CH:23][C:22]([C:25]([F:28])([F:27])[F:26])=[CH:21][C:11]=2[CH2:12][N:13]([CH2:19][CH3:20])[C:14]([CH:16]2CC2)=[O:15])[N:5]=1)#N.[OH-:29].[Na+].[OH2:31]. Product: [C:14]([N:13]([CH2:12][C:11]1[CH:21]=[C:22]([C:25]([F:28])([F:26])[F:27])[CH:23]=[CH:24][C:10]=1[C:6]1[N:5]=[C:4]([CH2:3][C:1]([OH:31])=[O:29])[CH:9]=[CH:8][N:7]=1)[CH2:19][CH3:20])(=[O:15])[CH3:16]. The catalyst class is: 14. (9) Reactant: [NH2:1][C@H:2]([CH2:22][C:23]1[CH:28]=[CH:27][C:26]([O:29][CH3:30])=[CH:25][CH:24]=1)[C:3]([N:5]1[CH2:10][CH2:9][C:8]([C:17](=[O:21])[CH2:18][CH2:19][CH3:20])([CH:11]2[CH2:16][CH2:15][CH2:14][CH2:13][CH2:12]2)[CH2:7][CH2:6]1)=[O:4].Cl[C:32](OC1C=CC([N+]([O-])=O)=CC=1)=[O:33].N.[CH3:45][N:46]1[CH:53]=[N:52][C:48]([CH2:49][CH2:50][NH2:51])=[CH:47]1.C(N(CC)CC)C.[OH-].[Na+]. The catalyst class is: 139. Product: [C:17]([C:8]1([CH:11]2[CH2:12][CH2:13][CH2:14][CH2:15][CH2:16]2)[CH2:9][CH2:10][N:5]([C:3](=[O:4])[C@H:2]([NH:1][C:32]([NH:51][CH2:50][CH2:49][C:48]2[N:52]=[CH:53][N:46]([CH3:45])[CH:47]=2)=[O:33])[CH2:22][C:23]2[CH:24]=[CH:25][C:26]([O:29][CH3:30])=[CH:27][CH:28]=2)[CH2:6][CH2:7]1)(=[O:21])[CH2:18][CH2:19][CH3:20].